This data is from Catalyst prediction with 721,799 reactions and 888 catalyst types from USPTO. The task is: Predict which catalyst facilitates the given reaction. (1) Reactant: [C:1]([O:5][C:6]([N:8]1[CH2:13][CH2:12][CH2:11][CH:10]([C:14]2[S:15][CH:16]=[C:17]([CH2:19]Cl)[N:18]=2)[CH2:9]1)=[O:7])([CH3:4])([CH3:3])[CH3:2].[N:21]1([C:26]2[CH:31]=[CH:30][C:29]([OH:32])=[CH:28][CH:27]=2)[CH:25]=[N:24][N:23]=[N:22]1. Product: [C:1]([O:5][C:6]([N:8]1[CH2:13][CH2:12][CH2:11][CH:10]([C:14]2[S:15][CH:16]=[C:17]([CH2:19][O:32][C:29]3[CH:30]=[CH:31][C:26]([N:21]4[CH:25]=[N:24][N:23]=[N:22]4)=[CH:27][CH:28]=3)[N:18]=2)[CH2:9]1)=[O:7])([CH3:4])([CH3:3])[CH3:2]. The catalyst class is: 10. (2) Reactant: [F:1][CH:2]([F:15])[O:3][C:4]1[CH:5]=[C:6]2[C:10](=[CH:11][CH:12]=1)[N:9]([CH3:13])[N:8]=[C:7]2I.C([Mg]Cl)(C)C.[CH2:21]([Sn:25]([CH2:31][CH2:32][CH2:33][CH3:34])([CH2:27][CH2:28][CH2:29][CH3:30])Cl)[CH2:22][CH2:23][CH3:24]. Product: [F:1][CH:2]([F:15])[O:3][C:4]1[CH:5]=[C:6]2[C:10](=[CH:11][CH:12]=1)[N:9]([CH3:13])[N:8]=[C:7]2[Sn:25]([CH2:27][CH2:28][CH2:29][CH3:30])([CH2:31][CH2:32][CH2:33][CH3:34])[CH2:21][CH2:22][CH2:23][CH3:24]. The catalyst class is: 1. (3) Reactant: Cl.CN(C)CCCN=C=NCC.[C:13]([C:15]1[CH:16]=[N:17][C:18]2[C:23]([C:24]=1[NH:25][C:26]1[CH:31]=[CH:30][C:29](/[CH:32]=[CH:33]/[C:34]([OH:36])=O)=[C:28]3[O:37][CH2:38][O:39][C:27]=13)=[CH:22][C:21]([O:40][CH3:41])=[C:20]([O:42][CH3:43])[CH:19]=2)#[N:14].[NH:44]1[CH2:49][CH2:48][O:47][CH2:46][CH2:45]1.CN1CCOCC1.ON1C2C=CC=CC=2N=N1. Product: [C:13]([C:15]1[CH:16]=[N:17][C:18]2[C:23]([C:24]=1[NH:25][C:26]1[CH:31]=[CH:30][C:29](/[CH:32]=[CH:33]/[C:34]([N:44]3[CH2:49][CH2:48][O:47][CH2:46][CH2:45]3)=[O:36])=[C:28]3[O:37][CH2:38][O:39][C:27]=13)=[CH:22][C:21]([O:40][CH3:41])=[C:20]([O:42][CH3:43])[CH:19]=2)#[N:14]. The catalyst class is: 59. (4) Reactant: ClC(OCC(C)C)=O.[C:9]([O:13][C:14]([N:16]1[CH2:20][CH2:19][CH:18]([C:21]([OH:23])=O)[CH2:17]1)=[O:15])([CH3:12])([CH3:11])[CH3:10].CN1CCOCC1.[C:31]([NH:34][NH2:35])(=[O:33])[CH3:32]. Product: [C:31]([NH:34][NH:35][C:21]([CH:18]1[CH2:19][CH2:20][N:16]([C:14]([O:13][C:9]([CH3:10])([CH3:11])[CH3:12])=[O:15])[CH2:17]1)=[O:23])(=[O:33])[CH3:32]. The catalyst class is: 1. (5) Reactant: [Cl:1][C:2]1[CH:7]=[CH:6][C:5]([CH:8]([C:27]2[S:28][CH:29]=[CH:30][N:31]=2)[C:9]2[CH:14]=[CH:13][C:12]([NH:15][CH:16]=[C:17]3C(=O)OC(C)(C)[O:19][C:18]3=O)=[CH:11][CH:10]=2)=[CH:4][CH:3]=1.C1C=CC(C2C=CC=CC=2)=CC=1.C1C=CC(OC2C=CC=CC=2)=CC=1. Product: [Cl:1][C:2]1[CH:3]=[CH:4][C:5]([CH:8]([C:27]2[S:28][CH:29]=[CH:30][N:31]=2)[C:9]2[CH:14]=[C:13]3[C:12](=[CH:11][CH:10]=2)[N:15]=[CH:16][CH:17]=[C:18]3[OH:19])=[CH:6][CH:7]=1. The catalyst class is: 194. (6) Reactant: [N:1]([CH2:4][CH2:5][NH:6][C:7](=[O:21])[CH2:8][CH2:9][CH2:10][CH2:11][CH2:12][CH2:13][CH2:14][CH2:15][CH2:16][CH2:17]CCC)=[N+:2]=[N-:3].N([CH2:25][CH2:26]N)=[N+]=[N-].C(N(CC)CC)C. The catalyst class is: 4. Product: [N:1]([CH2:4][CH2:5][NH:6][C:7]([C:8]1[CH:9]=[CH:10][C:11]([C:12]2[CH:13]=[CH:14][CH:15]=[CH:16][CH:17]=2)=[CH:26][CH:25]=1)=[O:21])=[N+:2]=[N-:3]. (7) Reactant: [NH2:1][C:2]1[CH:3]=[C:4]([CH:7]=[CH:8][C:9]=1[NH:10][CH2:11][CH2:12][CH:13]([CH3:15])[CH3:14])[C:5]#[N:6].C(N(CC)CC)C.[C:23](OCC(Cl)=O)(=[O:25])[CH3:24].C([O-])([O-])=O.[K+].[K+]. Product: [OH:25][CH2:23][C:24]1[N:10]([CH2:11][CH2:12][CH:13]([CH3:15])[CH3:14])[C:9]2[CH:8]=[CH:7][C:4]([C:5]#[N:6])=[CH:3][C:2]=2[N:1]=1. The catalyst class is: 2. (8) Reactant: [Si:1]([O:8][CH2:9][C@@H:10]([N:13]([CH2:21][C:22](N(OC)C)=[O:23])[C:14](=[O:20])[O:15][C:16]([CH3:19])([CH3:18])[CH3:17])[CH:11]=[CH2:12])([C:4]([CH3:7])([CH3:6])[CH3:5])([CH3:3])[CH3:2].[CH2:28]=[C:29]([Mg]Br)[CH3:30]. Product: [Si:1]([O:8][CH2:9][C@@H:10]([N:13]([CH2:21][C:22](=[O:23])[C:29]([CH3:30])=[CH2:28])[C:14](=[O:20])[O:15][C:16]([CH3:18])([CH3:19])[CH3:17])[CH:11]=[CH2:12])([C:4]([CH3:7])([CH3:6])[CH3:5])([CH3:3])[CH3:2]. The catalyst class is: 1. (9) Reactant: [NH2:1][C:2]1[CH:18]=[CH:17][CH:16]=[C:15]([S:19][C:20]2[CH:25]=[CH:24][C:23]([N+:26]([O-:28])=[O:27])=[CH:22][CH:21]=2)[C:3]=1[C:4]([NH:6][C:7]1[CH:12]=[CH:11][CH:10]=[CH:9][C:8]=1[O:13][CH3:14])=[O:5].[OH:29]O. The catalyst class is: 5. Product: [NH2:1][C:2]1[CH:18]=[CH:17][CH:16]=[C:15]([S:19]([C:20]2[CH:21]=[CH:22][C:23]([N+:26]([O-:28])=[O:27])=[CH:24][CH:25]=2)=[O:29])[C:3]=1[C:4]([NH:6][C:7]1[CH:12]=[CH:11][CH:10]=[CH:9][C:8]=1[O:13][CH3:14])=[O:5]. (10) Reactant: C(OC(=O)[NH:10][C@@H:11]1[CH2:16][CH2:15][CH2:14][CH2:13][C@H:12]1[CH2:17][N:18]([CH:20]1[CH2:29][CH2:28][C:27]2[C:22](=[CH:23][CH:24]=[C:25]([F:30])[CH:26]=2)[CH2:21]1)[CH3:19])C1C=CC=CC=1. Product: [NH2:10][C@@H:11]1[CH2:16][CH2:15][CH2:14][CH2:13][C@H:12]1[CH2:17][N:18]([CH3:19])[CH:20]1[CH2:29][CH2:28][C:27]2[C:22](=[CH:23][CH:24]=[C:25]([F:30])[CH:26]=2)[CH2:21]1. The catalyst class is: 43.